From a dataset of Peptide-MHC class II binding affinity with 134,281 pairs from IEDB. Regression. Given a peptide amino acid sequence and an MHC pseudo amino acid sequence, predict their binding affinity value. This is MHC class II binding data. (1) The peptide sequence is VFKNPCTSHGKQNVL. The MHC is DRB1_0101 with pseudo-sequence DRB1_0101. The binding affinity (normalized) is 0. (2) The peptide sequence is DAYICAIRRAKSFIY. The MHC is HLA-DQA10301-DQB10302 with pseudo-sequence HLA-DQA10301-DQB10302. The binding affinity (normalized) is 0.266. (3) The peptide sequence is FAEYKSDYVYQPFPK. The MHC is HLA-DQA10102-DQB10602 with pseudo-sequence HLA-DQA10102-DQB10602. The binding affinity (normalized) is 0.